Dataset: Reaction yield outcomes from USPTO patents with 853,638 reactions. Task: Predict the reaction yield, written as a fraction of the theoretical maximum amount of product (1.0 means a 100% yield; for example, 0.34 means a 34% yield). (1) The reactants are [Cl:1][C:2]1[C:3]([C:11]#[N:12])=[N:4][CH:5]=[C:6]([N+:8]([O-])=O)[CH:7]=1.[Cl-].[Ca+2].[Cl-]. The product is [NH2:8][C:6]1[CH:7]=[C:2]([Cl:1])[C:3]([C:11]#[N:12])=[N:4][CH:5]=1. The yield is 0.430. The catalyst is C(O)C.[Fe]. (2) The reactants are N1C=CC=CC=1.[Br:7][C:8]1[C:21](=[O:22])[C:20]2[C:19]3[CH:18]=[CH:17][C:16]([CH3:24])([CH3:23])[O:15][C:14]=3[CH:13]=[CH:12][C:11]=2[C:10](=[O:25])[C:9]=1[OH:26].[CH3:27][C:28]1[CH:33]=[CH:32][C:31]([S:34](Cl)(=[O:36])=[O:35])=[CH:30][CH:29]=1.C(N(C(C)C)CC)(C)C.Cl. The catalyst is ClCCl.CCCCCC. The product is [Br:7][C:8]1[C:21](=[O:22])[C:20]2[C:19]3[CH:18]=[CH:17][C:16]([CH3:23])([CH3:24])[O:15][C:14]=3[CH:13]=[CH:12][C:11]=2[C:10](=[O:25])[C:9]=1[O:26][S:34]([C:31]1[CH:32]=[CH:33][C:28]([CH3:27])=[CH:29][CH:30]=1)(=[O:36])=[O:35]. The yield is 0.280. (3) The product is [F:12][C:9]1([F:13])[CH2:10][CH2:11][C:6]([N:14]2[CH:18]=[C:17]([CH3:19])[N:16]=[CH:15]2)([C:4]([NH2:20])=[O:3])[CH2:7][CH2:8]1. The catalyst is CO. The yield is 0.450. The reactants are C([O:3][C:4]([C:6]1([N:14]2[CH:18]=[C:17]([CH3:19])[N:16]=[CH:15]2)[CH2:11][CH2:10][C:9]([F:13])([F:12])[CH2:8][CH2:7]1)=O)C.[NH3:20].